From a dataset of Full USPTO retrosynthesis dataset with 1.9M reactions from patents (1976-2016). Predict the reactants needed to synthesize the given product. (1) Given the product [Br:1][C:2]1[CH:3]=[C:4]2[C:9](=[CH:10][CH:11]=1)[N:8]=[CH:7][C:6]([C:19]1[C:15]([CH3:14])=[N:16][O:25][C:18]=1[CH3:23])=[C:5]2[Cl:13], predict the reactants needed to synthesize it. The reactants are: [Br:1][C:2]1[CH:3]=[C:4]2[C:9](=[CH:10][CH:11]=1)[N:8]=[CH:7][C:6](I)=[C:5]2[Cl:13].[CH3:14][C:15]1[C:19](B(O)O)=[C:18]([CH3:23])S[N:16]=1.C(=O)([O-])[O-:25].[K+].[K+]. (2) Given the product [Cl:18][C:5]1[CH:4]=[CH:3][C:2]([NH:1][C:19]([NH:32][N:31]=[C:33]([C:35]2[C:39]([OH:40])=[C:38]([C:41]3[CH:42]=[CH:43][C:44]([C:47]([F:50])([F:49])[F:48])=[CH:45][CH:46]=3)[N:37]([CH3:51])[N:36]=2)[CH3:34])=[S:20])=[CH:17][C:6]=1[C:7]([NH:9][CH2:10][CH2:11][C:12]([OH:14])=[O:13])=[O:8], predict the reactants needed to synthesize it. The reactants are: [NH2:1][C:2]1[CH:3]=[CH:4][C:5]([Cl:18])=[C:6]([CH:17]=1)[C:7]([NH:9][CH2:10][CH2:11][C:12]([O:14]CC)=[O:13])=[O:8].[C:19](N1C=CN=C1)(N1C=CN=C1)=[S:20].[N:31](=[C:33]([C:35]1[C:39]([OH:40])=[C:38]([C:41]2[CH:46]=[CH:45][C:44]([C:47]([F:50])([F:49])[F:48])=[CH:43][CH:42]=2)[N:37]([CH3:51])[N:36]=1)[CH3:34])[NH2:32].[OH-].[Na+]. (3) Given the product [ClH:7].[N:8]12[CH2:15][CH2:14][CH:11]([CH2:12][CH2:13]1)[C@H:10]([NH:16][C:17]([C:19]1[S:20][C:21]3[C:27]([C:35]4[CH:34]=[CH:33][CH:32]=[C:31]([O:30][CH3:29])[CH:36]=4)=[CH:26][CH:25]=[CH:24][C:22]=3[CH:23]=1)=[O:18])[CH2:9]2, predict the reactants needed to synthesize it. The reactants are: C(=O)([O-])[O-].[Na+].[Na+].[ClH:7].[N:8]12[CH2:15][CH2:14][CH:11]([CH2:12][CH2:13]1)[C@H:10]([NH:16][C:17]([C:19]1[S:20][C:21]3[C:27](Br)=[CH:26][CH:25]=[CH:24][C:22]=3[CH:23]=1)=[O:18])[CH2:9]2.[CH3:29][O:30][C:31]1[CH:32]=[C:33](B(O)O)[CH:34]=[CH:35][CH:36]=1. (4) Given the product [OH:7][P:6]([O-:9])([OH:8])=[O:5].[OH:7][P:6]([O-:9])([O-:8])=[O:5].[Na+:1].[Na+:1].[Na+:1].[Cl-:2].[Cl-:2].[K+:4].[K+:4], predict the reactants needed to synthesize it. The reactants are: [Na+:1].[Cl-:2].[Cl-].[K+:4].[OH:5][P:6]([O-:9])([O-:8])=[O:7].[K+].[K+]. (5) Given the product [CH3:1][N:2]1[C:6]([C:7]2[O:8][CH:9]=[C:10]([C:12]([OH:14])=[O:13])[N:11]=2)=[CH:5][CH:4]=[N:3]1, predict the reactants needed to synthesize it. The reactants are: [CH3:1][N:2]1[C:6]([C:7]2[O:8][CH:9]=[C:10]([C:12]([O:14]CC)=[O:13])[N:11]=2)=[CH:5][CH:4]=[N:3]1.[OH-].[K+]. (6) Given the product [Cl:1][C:2]1[N:3]=[C:4]([C:9]([NH:11][C@H:12]2[CH2:17][CH2:16][N:15]([C:18]3[N:47]=[C:46]([C:48]([O:50][CH3:51])=[O:49])[CH:45]=[CH:44][CH:43]=3)[CH2:14][C@H:13]2[O:25][CH3:26])=[O:10])[NH:5][C:6]=1[CH2:7][CH3:8], predict the reactants needed to synthesize it. The reactants are: [Cl:1][C:2]1[N:3]=[C:4]([C:9]([NH:11][C@H:12]2[CH2:17][CH2:16][N:15]([C:18](OC(C)(C)C)=O)[CH2:14][C@H:13]2[O:25][CH3:26])=[O:10])[NH:5][C:6]=1[CH2:7][CH3:8].Cl.C(OCC)(=O)C.C(N(CC)CC)C.BrC1[N:47]=[C:46]([C:48]([O:50][CH3:51])=[O:49])[CH:45]=[CH:44][CH:43]=1. (7) Given the product [O:11]=[C:4]1[C:5]2[CH:10]=[CH:9][CH:8]=[CH:7][C:6]=2[N:1]=[N:2][N:3]1[CH2:13][CH2:14][CH2:15][C:16]([O:18][CH2:19][CH3:20])=[O:17], predict the reactants needed to synthesize it. The reactants are: [N:1]1[C:6]2[CH:7]=[CH:8][CH:9]=[CH:10][C:5]=2[C:4](=[O:11])[NH:3][N:2]=1.Br[CH2:13][CH2:14][CH2:15][C:16]([O:18][CH2:19][CH3:20])=[O:17].C(=O)([O-])[O-].[K+].[K+].O. (8) Given the product [CH2:7]([N:14]1[CH2:19][CH2:18][C:17](=[C:23]([C:21]#[N:22])[C:24]([O:26][CH2:27][CH3:28])=[O:25])[CH2:16][CH2:15]1)[C:8]1[CH:13]=[CH:12][CH:11]=[CH:10][CH:9]=1, predict the reactants needed to synthesize it. The reactants are: C(CC([O-])=O)#N.[CH2:7]([N:14]1[CH2:19][CH2:18][C:17](=O)[CH2:16][CH2:15]1)[C:8]1[CH:13]=[CH:12][CH:11]=[CH:10][CH:9]=1.[C:21]([CH2:23][C:24]([O:26][CH2:27][CH3:28])=[O:25])#[N:22].C(O)(=O)C.